From a dataset of Catalyst prediction with 721,799 reactions and 888 catalyst types from USPTO. Predict which catalyst facilitates the given reaction. Reactant: B(Cl)([C@H]1[C@H](C)C2C(C)(C)C(CC2)C1)[C@H]1[C@H](C)C2C(C)(C)C(CC2)C1.[NH2:25][C:26]1[C:31]([C:32]([F:35])([F:34])[F:33])=[CH:30][C:29](/[CH:36]=[C:37](/[OH:41])\[C:38]([OH:40])=[O:39])=[CH:28][C:27]=1[Cl:42].C(N(CC)CC)C. Product: [NH2:25][C:26]1[C:31]([C:32]([F:33])([F:34])[F:35])=[CH:30][C:29]([CH2:36][C@@H:37]([OH:41])[C:38]([OH:40])=[O:39])=[CH:28][C:27]=1[Cl:42]. The catalyst class is: 1.